This data is from Catalyst prediction with 721,799 reactions and 888 catalyst types from USPTO. The task is: Predict which catalyst facilitates the given reaction. (1) Reactant: [C:1]([C:3]1([C:16]2[CH:21]=[CH:20][C:19]([Cl:22])=[C:18]([Cl:23])[CH:17]=2)[CH2:8][CH2:7][N:6]([C:9]([O:11][C:12]([CH3:15])([CH3:14])[CH3:13])=[O:10])[CH2:5][CH2:4]1)#N.Cl.[OH-:25].[Na+].CC(OC(OC(OC(C)(C)C)=O)=O)(C)C.[OH2:42]. Product: [C:12]([O:11][C:9]([N:6]1[CH2:7][CH2:8][C:3]([C:16]2[CH:21]=[CH:20][C:19]([Cl:22])=[C:18]([Cl:23])[CH:17]=2)([C:1]([OH:42])=[O:25])[CH2:4][CH2:5]1)=[O:10])([CH3:14])([CH3:15])[CH3:13]. The catalyst class is: 12. (2) Reactant: [Cl:1][C:2]1[CH:3]=[C:4]([NH:10][C:11]2[CH:15]=[C:14](C(OC)=O)[N:13]([CH3:20])[N:12]=2)[C:5](=[O:9])[N:6]([CH3:8])[N:7]=1.[CH2:21]1COCC1.C[Mg]Br.C([O:31][CH2:32][CH3:33])C. Product: [Cl:1][C:2]1[CH:3]=[C:4]([NH:10][C:11]2[CH:15]=[C:14]([C:32]([OH:31])([CH3:33])[CH3:21])[N:13]([CH3:20])[N:12]=2)[C:5](=[O:9])[N:6]([CH3:8])[N:7]=1. The catalyst class is: 11. (3) Reactant: [Cl:1][C:2]1[CH:3]=[C:4](/[CH:9]=[CH:10]/[C:11]([C:13]2[CH:14]=[N:15][C:16]([O:19]C)=[CH:17][CH:18]=2)=[O:12])[CH:5]=[C:6]([Cl:8])[CH:7]=1.Cl. Product: [Cl:8][C:6]1[CH:5]=[C:4](/[CH:9]=[CH:10]/[C:11]([C:13]2[CH:18]=[CH:17][C:16](=[O:19])[NH:15][CH:14]=2)=[O:12])[CH:3]=[C:2]([Cl:1])[CH:7]=1. The catalyst class is: 12. (4) Reactant: [ClH:1].[CH3:2][C:3]1([CH3:9])[CH2:8][O:7][CH2:6][CH2:5][NH:4]1.[CH2:10](Br)[C:11]#[CH:12].C(=O)([O-])[O-].[K+].[K+]. Product: [ClH:1].[CH3:2][C:3]1([CH3:9])[CH2:8][O:7][CH2:6][CH2:5][N:4]1[CH2:12][C:11]#[CH:10]. The catalyst class is: 9. (5) Reactant: [H-].[Na+].[NH2:3][C:4]1[CH:9]=[C:8]([Br:10])[N:7]=[C:6]([CH3:11])[N:5]=1.Cl[C:13]1[S:14][C:15]([C:18]([O:20][CH3:21])=[O:19])=[CH:16][N:17]=1.Cl. Product: [Br:10][C:8]1[N:7]=[C:6]([CH3:11])[N:5]=[C:4]([NH:3][C:13]2[S:14][C:15]([C:18]([O:20][CH3:21])=[O:19])=[CH:16][N:17]=2)[CH:9]=1. The catalyst class is: 1. (6) Reactant: [NH2:1][C:2]1[S:3][C:4]2[CH:10]=[C:9]([CH2:11][C:12]([OH:14])=[O:13])[CH:8]=[CH:7][C:5]=2[N:6]=1.CO.Cl.O1CCOC[CH2:19]1. Product: [NH2:1][C:2]1[S:3][C:4]2[CH:10]=[C:9]([CH2:11][C:12]([O:14][CH3:19])=[O:13])[CH:8]=[CH:7][C:5]=2[N:6]=1. The catalyst class is: 12. (7) Reactant: [Br:1][C:2]1[C:7]([CH3:8])=[CH:6][C:5]([OH:9])=[C:4]([F:10])[CH:3]=1.[C:11](=O)([O-])[O-].[Cs+].[Cs+].IC. Product: [Br:1][C:2]1[CH:3]=[C:4]([F:10])[C:5]([O:9][CH3:11])=[CH:6][C:7]=1[CH3:8]. The catalyst class is: 39.